From a dataset of Catalyst prediction with 721,799 reactions and 888 catalyst types from USPTO. Predict which catalyst facilitates the given reaction. (1) Reactant: Cl[CH2:2][CH2:3][CH2:4][CH:5]1[O:9][CH2:8][CH2:7][O:6]1.[C-]#[N:11].[K+]. Product: [O:6]1[CH2:7][CH2:8][O:9][CH:5]1[CH2:4][CH2:3][C:2]#[N:11]. The catalyst class is: 58. (2) Reactant: [O:1]=[C:2]1[N:8]([CH:9]2[CH2:14][CH2:13][N:12]([C:15]([O:17][C@H:18]([CH2:28][C:29]3[CH:38]=[C:37]([CH3:39])[C:32]4[NH:33][C:34](=[O:36])[O:35][C:31]=4[CH:30]=3)[C:19](=[O:27])[N:20]3[CH2:25][CH2:24][C:23](=O)[CH2:22][CH2:21]3)=[O:16])[CH2:11][CH2:10]2)[CH2:7][CH2:6][C:5]2[CH:40]=[CH:41][CH:42]=[CH:43][C:4]=2[NH:3]1.[NH:44]1[CH2:49][CH2:48][S:47](=[O:50])[CH2:46][CH2:45]1.CC(O)=O.C(O[BH-](OC(=O)C)OC(=O)C)(=O)C.[Na+]. Product: [O:1]=[C:2]1[N:8]([CH:9]2[CH2:10][CH2:11][N:12]([C:15]([O:17][C@H:18]([CH2:28][C:29]3[CH:38]=[C:37]([CH3:39])[C:32]4[NH:33][C:34](=[O:36])[O:35][C:31]=4[CH:30]=3)[C:19](=[O:27])[N:20]3[CH2:21][CH2:22][CH:23]([N:44]4[CH2:49][CH2:48][S:47](=[O:50])[CH2:46][CH2:45]4)[CH2:24][CH2:25]3)=[O:16])[CH2:13][CH2:14]2)[CH2:7][CH2:6][C:5]2[CH:40]=[CH:41][CH:42]=[CH:43][C:4]=2[NH:3]1. The catalyst class is: 2. (3) Reactant: C(OC(N1C[C@H](OCCC)C[C@@H]1[C@@H:17]([O:40][Si](C(C)(C)C)(C)C)[C@@H:18]([NH:28][C:29]([C:31]1[CH:32]=[C:33]([CH:37]=[CH:38][CH:39]=1)C(O)=O)=[O:30])[CH2:19][C:20]1[CH:25]=[C:24]([F:26])[CH:23]=[C:22]([F:27])[CH:21]=1)=O)(C)(C)C.[Si](O[C@H]([C@H]1C[C@@H](O)CN1C(OC(C)(C)C)=O)[C@@H:57]([NH:67][C:68](=O)[C:69]1C=CC=C(C(=O)N)C=1)[CH2:58][C:59]1[CH:64]=[C:63](F)[CH:62]=[C:61](F)[CH:60]=1)(C(C)(C)C)(C)C.[CH2:92]([N:96]([CH3:108])[C:97](C1C=C(C=CC=1)C(O)=O)=[O:98])[CH2:93][CH2:94][CH3:95].CCN(C(C)C)C(C)C.CN(C([O:125]N1N=NC2C=CC=NC1=2)=[N+](C)C)C.F[P-](F)(F)(F)(F)F.[Si](O[C@H]([C@H]1C[C@@H](OCCC)CN1C(OC(C)(C)C)=O)[C@@H](NC(=O)C1C=CC=C(C(OC)=O)C=1)CC1C=C(F)C=C(F)C=1)(C(C)(C)C)(C)C. Product: [CH2:92]([N:96]([CH3:108])[C:97](=[O:98])[C:33]1[CH:37]=[CH:38][CH:39]=[C:31]([C:29]([NH:28][C@@H:18]([CH2:19][C:20]2[CH:21]=[C:22]([F:27])[CH:23]=[C:24]([F:26])[CH:25]=2)[C@H:17]([OH:40])[C@H:68]2[CH2:69][C:58]([OH:125])([C:59]3[CH:60]=[CH:61][CH:62]=[CH:63][CH:64]=3)[CH2:57][NH:67]2)=[O:30])[CH:32]=1)[CH2:93][CH2:94][CH3:95]. The catalyst class is: 4.